Dataset: Catalyst prediction with 721,799 reactions and 888 catalyst types from USPTO. Task: Predict which catalyst facilitates the given reaction. (1) Reactant: [C:1]([C:5]1[CH:9]=[C:8]([C:10]([O:12]CC)=[O:11])[N:7]([CH2:15][CH2:16][N:17]([CH3:19])[CH3:18])[N:6]=1)([CH3:4])([CH3:3])[CH3:2].[Li+].[OH-]. Product: [C:1]([C:5]1[CH:9]=[C:8]([C:10]([OH:12])=[O:11])[N:7]([CH2:15][CH2:16][N:17]([CH3:19])[CH3:18])[N:6]=1)([CH3:4])([CH3:2])[CH3:3]. The catalyst class is: 1. (2) Reactant: [I:1][C:2]1[N:7]=[N:6][C:5]([NH2:8])=[CH:4][CH:3]=1.Cl[CH2:10][C:11]([NH:13][C:14](=[O:20])[O:15][C:16]([CH3:19])([CH3:18])[CH3:17])=O.P([O-])([O-])(O)=O.[Na+].[Na+].CC(N(C)C)=O. Product: [I:1][C:2]1[CH:3]=[CH:4][C:5]2[N:6]([CH:10]=[C:11]([NH:13][C:14](=[O:20])[O:15][C:16]([CH3:19])([CH3:18])[CH3:17])[N:8]=2)[N:7]=1. The catalyst class is: 6. (3) Reactant: [BH4-].[Li+].[F:3][C:4]1[CH:9]=[C:8]([F:10])[CH:7]=[CH:6][C:5]=1[C:11]1[NH:15][C:14]([C:16]([CH3:22])([CH3:21])[C:17](OC)=[O:18])=[N:13][C:12]=1[C:23]1[N:28]=[C:27]2[O:29][C:30]([NH:32][C@@H:33]([CH3:38])[CH2:34][CH2:35][O:36][CH3:37])=[N:31][C:26]2=[CH:25][CH:24]=1.Cl. Product: [F:3][C:4]1[CH:9]=[C:8]([F:10])[CH:7]=[CH:6][C:5]=1[C:11]1[NH:15][C:14]([C:16]([CH3:22])([CH3:21])[CH2:17][OH:18])=[N:13][C:12]=1[C:23]1[N:28]=[C:27]2[O:29][C:30]([NH:32][C@@H:33]([CH3:38])[CH2:34][CH2:35][O:36][CH3:37])=[N:31][C:26]2=[CH:25][CH:24]=1. The catalyst class is: 504. (4) Reactant: Br[C:2]1[C:11]([CH3:12])=[CH:10][CH:9]=[CH:8][C:3]=1[C:4]([O:6][CH3:7])=[O:5].[O:13]1[CH2:18][CH2:17]C(=O)[CH2:15][CH:14]1[CH:20]1[CH2:25][CH2:24][O:23][CH2:22][CH2:21]1.CC1(C)C2C(=C(P(C3C=CC=CC=3)C3C=CC=CC=3)C=CC=2)OC2C(P(C3C=CC=CC=3)C3C=CC=CC=3)=CC=CC1=2.C([O-])([O-])=O.[Cs+].[Cs+]. Product: [CH3:12][C:11]1[C:2]2[C:17]3[CH2:18][O:13][CH:14]([CH:20]4[CH2:25][CH2:24][O:23][CH2:22][CH2:21]4)[CH2:15][C:7]=3[O:6][C:4](=[O:5])[C:3]=2[CH:8]=[CH:9][CH:10]=1. The catalyst class is: 187. (5) Reactant: [H-].[Na+].[Cl:3][C:4]1[CH:9]=[CH:8][C:7]([S:10]([C:13]([CH3:17])([CH3:16])[C:14]#[N:15])(=[O:12])=[O:11])=[CH:6][CH:5]=1.[Cl-].[NH4+:19].Cl. Product: [Cl:3][C:4]1[CH:5]=[CH:6][C:7]([S:10]([C:13]([CH3:17])([CH3:16])[C:14]([NH2:19])=[NH:15])(=[O:11])=[O:12])=[CH:8][CH:9]=1. The catalyst class is: 5. (6) Reactant: [C:1]([O:5][C:6]([C@@H:8]1[CH2:12][CH2:11][CH:10]([OH:13])[N:9]1[C:14]([O:16][C:17]([CH3:20])([CH3:19])[CH3:18])=[O:15])=[O:7])([CH3:4])([CH3:3])[CH3:2].[CH3:21][C:22]1C=CC(S([O-])(=O)=O)=CC=1.C1C=C[NH+]=CC=1. Product: [C:1]([O:5][C:6]([C@@H:8]1[CH2:12][CH2:11][CH:10]([O:13][CH2:21][CH3:22])[N:9]1[C:14]([O:16][C:17]([CH3:20])([CH3:19])[CH3:18])=[O:15])=[O:7])([CH3:4])([CH3:3])[CH3:2]. The catalyst class is: 14. (7) Reactant: B(Br)(Br)Br.[I:5][C:6]1[CH:7]=[C:8]2[C:13](=[C:14]([O:16]C)[CH:15]=1)[N:12]=[CH:11][NH:10][C:9]2=[O:18]. Product: [OH:16][C:14]1[CH:15]=[C:6]([I:5])[CH:7]=[C:8]2[C:13]=1[N:12]=[CH:11][NH:10][C:9]2=[O:18]. The catalyst class is: 4. (8) Product: [Br:1][C:2]1[CH:3]=[C:4]2[C:9](=[C:10]([OH:12])[CH:11]=1)[N:8]=[CH:7][NH:6][C:5]2=[O:14]. Reactant: [Br:1][C:2]1[CH:3]=[C:4]2[C:9](=[C:10]([O:12]C)[CH:11]=1)[N:8]=[CH:7][NH:6][C:5]2=[O:14].Br. The catalyst class is: 15.